From a dataset of Forward reaction prediction with 1.9M reactions from USPTO patents (1976-2016). Predict the product of the given reaction. (1) Given the reactants F[C:2]1[CH:9]=[C:8]([O:10][CH3:11])[C:7]([N+:12]([O-:14])=[O:13])=[CH:6][C:3]=1[C:4]#[N:5].[N:15]1([C:21](=[O:23])[CH3:22])[CH2:20][CH2:19][NH:18][CH2:17][CH2:16]1.C(=O)([O-])[O-].[Cs+].[Cs+], predict the reaction product. The product is: [C:21]([N:15]1[CH2:20][CH2:19][N:18]([C:2]2[CH:9]=[C:8]([O:10][CH3:11])[C:7]([N+:12]([O-:14])=[O:13])=[CH:6][C:3]=2[C:4]#[N:5])[CH2:17][CH2:16]1)(=[O:23])[CH3:22]. (2) Given the reactants C([O:4][C:5]1[CH:10]=[CH:9][C:8]([CH2:11][C:12]([OH:14])=[O:13])=[CH:7][C:6]=1[O:15][CH2:16][CH3:17])(=O)C.[CH2:18](O)[CH2:19][CH3:20], predict the reaction product. The product is: [CH2:18]([O:14][C:12](=[O:13])[CH2:11][C:8]1[CH:9]=[CH:10][C:5]([OH:4])=[C:6]([O:15][CH2:16][CH3:17])[CH:7]=1)[CH2:19][CH3:20]. (3) Given the reactants [C:1]([N:4]1[C:12]2[C:7](=[CH:8][C:9]([C:13](=[O:15])[CH3:14])=[CH:10][CH:11]=2)[CH2:6][C:5]1=[O:16])(=[O:3])[CH3:2].[CH3:17][O:18][C:19]1[CH:27]=[CH:26][C:22]([C:23](O)=[O:24])=[CH:21][CH:20]=1, predict the reaction product. The product is: [C:1]([N:4]1[C:12]2[C:7](=[CH:8][C:9]([C:13](=[O:15])[CH3:14])=[CH:10][CH:11]=2)[C:6](=[C:23]([C:22]2[CH:26]=[CH:27][C:19]([O:18][CH3:17])=[CH:20][CH:21]=2)[OH:24])[C:5]1=[O:16])(=[O:3])[CH3:2]. (4) Given the reactants [CH:1]([C:4]1[C:8]([CH2:9][CH2:10][OH:11])=[CH:7][N:6]([C:12]2[CH:17]=[CH:16][C:15]([C:18]([F:21])([F:20])[F:19])=[CH:14][N:13]=2)[N:5]=1)([CH3:3])[CH3:2].O[C:23]1[C:28]([O:29][CH3:30])=[CH:27][CH:26]=[CH:25][C:24]=1[CH2:31][C:32]([O:34]C)=[O:33].C(P(CCCC)CCCC)CCC.N(C(N1CCCCC1)=O)=NC(N1CCCCC1)=O, predict the reaction product. The product is: [CH:1]([C:4]1[C:8]([CH2:9][CH2:10][O:11][C:23]2[C:28]([O:29][CH3:30])=[CH:27][CH:26]=[CH:25][C:24]=2[CH2:31][C:32]([OH:34])=[O:33])=[CH:7][N:6]([C:12]2[CH:17]=[CH:16][C:15]([C:18]([F:20])([F:19])[F:21])=[CH:14][N:13]=2)[N:5]=1)([CH3:3])[CH3:2]. (5) Given the reactants [CH:1]1([CH2:4][O:5][C:6]2[CH:30]=[CH:29][C:9]3[C:10]([CH2:13][CH2:14][CH:15]4[CH2:20][CH2:19][N:18]([CH2:21][C:22]5[S:26][C:25]([C:27]#[N:28])=[CH:24][CH:23]=5)[CH2:17][CH2:16]4)=[N:11][O:12][C:8]=3[C:7]=2[CH2:31]O)[CH2:3][CH2:2]1.C1(P(C2C=CC=CC=2)C2C=CC=CC=2)C=CC=CC=1.[N-:52]=[N+:53]=[N-:54].[Na+].C(Br)(Br)(Br)Br, predict the reaction product. The product is: [N:52]([CH2:31][C:7]1[C:8]2[O:12][N:11]=[C:10]([CH2:13][CH2:14][CH:15]3[CH2:20][CH2:19][N:18]([CH2:21][C:22]4[S:26][C:25]([C:27]#[N:28])=[CH:24][CH:23]=4)[CH2:17][CH2:16]3)[C:9]=2[CH:29]=[CH:30][C:6]=1[O:5][CH2:4][CH:1]1[CH2:2][CH2:3]1)=[N+:53]=[N-:54]. (6) The product is: [Cl:21][C:22]1[C:31]2[C:26](=[CH:27][C:28]([C:32]#[N:33])=[CH:29][CH:30]=2)[C:25]([NH:16][CH2:15][C:14]2[CH:17]=[CH:18][C:11]([Cl:10])=[C:12]([O:19][CH3:20])[CH:13]=2)=[N:24][N:23]=1. Given the reactants Cl.C(N)C1C=CC=CC=1.[Cl:10][C:11]1[CH:18]=[CH:17][C:14]([CH2:15][NH2:16])=[CH:13][C:12]=1[O:19][CH3:20].[Cl:21][C:22]1[C:31]2[C:26](=[CH:27][C:28]([C:32]#[N:33])=[CH:29][CH:30]=2)[C:25](Cl)=[N:24][N:23]=1.C1CCN2C(=NCCC2)CC1, predict the reaction product. (7) The product is: [C:43]([O:42][C@@H:36]([C:22]1[C:23]([CH3:35])=[N:24][C:25]2[N:26]([N:27]=[C:28]([C:30]([O:32][CH2:33][CH3:34])=[O:31])[CH:29]=2)[C:21]=1[N:18]1[CH2:19][CH2:20][C:15]([O:14][CH2:13][CH2:12][CH2:11][CH2:10][C@H:9]([OH:8])[CH3:48])([CH3:47])[CH2:16][CH2:17]1)[C:37]([O:39][CH2:40][CH3:41])=[O:38])([CH3:44])([CH3:45])[CH3:46]. Given the reactants C([O:8][C@H:9]([CH3:48])[CH2:10][CH2:11][CH2:12][CH2:13][O:14][C:15]1([CH3:47])[CH2:20][CH2:19][N:18]([C:21]2[N:26]3[N:27]=[C:28]([C:30]([O:32][CH2:33][CH3:34])=[O:31])[CH:29]=[C:25]3[N:24]=[C:23]([CH3:35])[C:22]=2[C@H:36]([O:42][C:43]([CH3:46])([CH3:45])[CH3:44])[C:37]([O:39][CH2:40][CH3:41])=[O:38])[CH2:17][CH2:16]1)C1C=CC=CC=1.[H][H], predict the reaction product.